From a dataset of Full USPTO retrosynthesis dataset with 1.9M reactions from patents (1976-2016). Predict the reactants needed to synthesize the given product. (1) Given the product [Br:23][C:24]1[C:25]([O:12][CH2:11][CH2:10][CH2:9][C:8]2[C:4]([CH2:1][CH2:2][CH3:3])=[N:5][N:6]([C:13]3[CH:18]=[CH:17][C:16]([C:19]([F:21])([F:20])[F:22])=[CH:15][N:14]=3)[CH:7]=2)=[C:26]([CH2:30][C:31]([O:33][CH3:34])=[O:32])[CH:27]=[CH:28][CH:29]=1, predict the reactants needed to synthesize it. The reactants are: [CH2:1]([C:4]1[C:8]([CH2:9][CH2:10][CH2:11][OH:12])=[CH:7][N:6]([C:13]2[CH:18]=[CH:17][C:16]([C:19]([F:22])([F:21])[F:20])=[CH:15][N:14]=2)[N:5]=1)[CH2:2][CH3:3].[Br:23][C:24]1[C:25](O)=[C:26]([CH2:30][C:31]([O:33][CH3:34])=[O:32])[CH:27]=[CH:28][CH:29]=1.C(P(CCCC)CCCC)CCC.N(C(N1CCCCC1)=O)=NC(N1CCCCC1)=O. (2) The reactants are: C(OC(=O)[NH:7][CH2:8][C:9]1[S:10][CH:11]=[C:12]([C:14]2[CH:15]=[C:16]3[C:21](=[CH:22][CH:23]=2)[N:20]=[CH:19][N:18]=[C:17]3[NH:24][C:25]2[CH:30]=[CH:29][C:28]([O:31][C:32]3[CH:33]=[N:34][C:35]([CH3:38])=[CH:36][CH:37]=3)=[C:27]([CH3:39])[CH:26]=2)[N:13]=1)(C)(C)C.Cl.C(=O)([O-])[O-].[K+].[K+]. Given the product [NH2:7][CH2:8][C:9]1[S:10][CH:11]=[C:12]([C:14]2[CH:15]=[C:16]3[C:21](=[CH:22][CH:23]=2)[N:20]=[CH:19][N:18]=[C:17]3[NH:24][C:25]2[CH:30]=[CH:29][C:28]([O:31][C:32]3[CH:33]=[N:34][C:35]([CH3:38])=[CH:36][CH:37]=3)=[C:27]([CH3:39])[CH:26]=2)[N:13]=1, predict the reactants needed to synthesize it.